Dataset: Forward reaction prediction with 1.9M reactions from USPTO patents (1976-2016). Task: Predict the product of the given reaction. (1) Given the reactants [Cl:1][C:2]1[CH:14]=[CH:13][C:12]2[C:11]3[C:6](=[CH:7][C:8]([Cl:15])=[CH:9][CH:10]=3)[CH2:5][C:4]=2[CH:3]=1.CS(C)=O.[OH-].[Na+].[CH2:22]([CH:24]([CH2:27][CH2:28][CH2:29][CH3:30])[CH2:25]Br)[CH3:23], predict the reaction product. The product is: [Cl:1][C:2]1[CH:14]=[CH:13][C:12]2[C:11]3[C:6](=[CH:7][C:8]([Cl:15])=[CH:9][CH:10]=3)[C:5]([CH2:5][CH:4]([CH2:12][CH3:11])[CH2:3][CH2:2][CH2:14][CH3:13])([CH2:25][CH:24]([CH2:22][CH3:23])[CH2:27][CH2:28][CH2:29][CH3:30])[C:4]=2[CH:3]=1. (2) Given the reactants [OH-].[K+].[CH3:3][O:4][C:5]1[CH:10]=[CH:9][N:8]2[N:11]=[C:12]([C:18]3[CH:23]=[CH:22][CH:21]=[CH:20][CH:19]=3)[C:13]([C:14]([O:16]C)=[O:15])=[C:7]2[CH:6]=1.Cl, predict the reaction product. The product is: [CH3:3][O:4][C:5]1[CH:10]=[CH:9][N:8]2[N:11]=[C:12]([C:18]3[CH:23]=[CH:22][CH:21]=[CH:20][CH:19]=3)[C:13]([C:14]([OH:16])=[O:15])=[C:7]2[CH:6]=1. (3) Given the reactants [OH:1][CH2:2][CH:3]([CH2:5][OH:6])[OH:4].[C:7]([OH:14])(=[O:13])/[CH:8]=[CH:9]\[C:10]([OH:12])=[O:11], predict the reaction product. The product is: [OH:1][CH2:2][CH:3]([CH2:5][OH:6])[OH:4].[C:7]([OH:14])(=[O:13])/[CH:8]=[CH:9]\[C:10]([OH:12])=[O:11]. (4) Given the reactants Cl.[NH2:2][CH2:3][CH2:4][O:5][C:6]1[CH:14]=[CH:13][C:9]([C:10]([OH:12])=[O:11])=[C:8]([OH:15])[CH:7]=1.CCN(C(C)C)C(C)C.C[Si](Cl)(C)C.Br[C:31]1[N:36]=[CH:35][CH:34]=[CH:33][N:32]=1, predict the reaction product. The product is: [OH:15][C:8]1[CH:7]=[C:6]([O:5][CH2:4][CH2:3][NH:2][C:31]2[N:36]=[CH:35][CH:34]=[CH:33][N:32]=2)[CH:14]=[CH:13][C:9]=1[C:10]([OH:12])=[O:11]. (5) Given the reactants Br[CH2:2][C:3]1[N:8]=[C:7]([N:9]2[CH2:14][CH2:13][O:12][CH2:11][CH2:10]2)[CH:6]=[C:5]([Cl:15])[N:4]=1.C(=O)([O-])[O-].[K+].[K+].[C:22]([O:26][C:27]([N:29]1[CH2:36][CH:35]2[CH:31]([CH2:32][NH:33][CH2:34]2)[CH2:30]1)=[O:28])([CH3:25])([CH3:24])[CH3:23], predict the reaction product. The product is: [C:22]([O:26][C:27]([N:29]1[CH2:30][CH:31]2[CH:35]([CH2:34][N:33]([CH2:2][C:3]3[N:4]=[C:5]([Cl:15])[CH:6]=[C:7]([N:9]4[CH2:14][CH2:13][O:12][CH2:11][CH2:10]4)[N:8]=3)[CH2:32]2)[CH2:36]1)=[O:28])([CH3:25])([CH3:23])[CH3:24]. (6) Given the reactants Br[C:2]#[C:3][CH:4]1[CH2:6][CH2:5]1.[C:7]([Si:9]([CH3:12])([CH3:11])[CH3:10])#[CH:8], predict the reaction product. The product is: [CH:4]1([C:3]#[C:2][C:8]#[C:7][Si:9]([CH3:12])([CH3:11])[CH3:10])[CH2:6][CH2:5]1. (7) The product is: [CH2:1]([O:3][C:4]([C:5]1[CH:6]=[C:7]([CH:8]2[CH2:13][CH2:12][CH2:11][CH2:10][CH2:9]2)[O:16][C:14]=1[CH3:15])=[O:17])[CH3:2]. Given the reactants [CH2:1]([O:3][C:4](=[O:17])[C:5]([C:14](=[O:16])[CH3:15])=[CH:6][CH2:7][CH:8]1[CH2:13][CH2:12][CH2:11][CH2:10][CH2:9]1)[CH3:2].C1C(=O)N(Br)C(=O)C1, predict the reaction product. (8) The product is: [F:17][C:18]1[CH:23]=[CH:22][C:21]([C:2]2[CH:7]=[CH:6][CH:5]=[C:4]([C:8]3[O:9][C:10]([CH3:16])=[C:11]([CH2:13][CH2:14][OH:15])[N:12]=3)[CH:3]=2)=[CH:20][CH:19]=1. Given the reactants Br[C:2]1[CH:3]=[C:4]([C:8]2[O:9][C:10]([CH3:16])=[C:11]([CH2:13][CH2:14][OH:15])[N:12]=2)[CH:5]=[CH:6][CH:7]=1.[F:17][C:18]1[CH:23]=[CH:22][C:21](B(O)O)=[CH:20][CH:19]=1.C([O-])([O-])=O.[Na+].[Na+], predict the reaction product.